This data is from Forward reaction prediction with 1.9M reactions from USPTO patents (1976-2016). The task is: Predict the product of the given reaction. (1) Given the reactants C(C1(COC2C(C3CC3)=CC(C(O)=O)=C(F)C=2)C2CC3CC(CC1C3)C2)#N.[CH:28]1([C:31]2[C:32]([O:41][CH:42]3[CH2:47][CH2:46][C:45]4([CH2:52][CH2:51][CH2:50][CH2:49][CH2:48]4)[CH2:44][CH2:43]3)=[CH:33][C:34]([F:40])=[C:35]([CH:39]=2)[C:36]([OH:38])=O)[CH2:30][CH2:29]1.CS(N)(=O)=O.[CH:58]1([S:61]([NH2:64])(=[O:63])=[O:62])[CH2:60][CH2:59]1, predict the reaction product. The product is: [CH:28]1([C:31]2[C:32]([O:41][CH:42]3[CH2:47][CH2:46][C:45]4([CH2:48][CH2:49][CH2:50][CH2:51][CH2:52]4)[CH2:44][CH2:43]3)=[CH:33][C:34]([F:40])=[C:35]([CH:39]=2)[C:36]([NH:64][S:61]([CH:58]2[CH2:60][CH2:59]2)(=[O:63])=[O:62])=[O:38])[CH2:30][CH2:29]1. (2) The product is: [CH2:1]([O:8][C:9]1[C:10]([CH:19]2[C:27]3[C:22](=[CH:23][CH:24]=[CH:25][CH:26]=3)[N:21]([CH:28]([C:35]3[CH:40]=[CH:39][CH:38]=[CH:37][CH:36]=3)[C:29]3[CH:30]=[CH:31][CH:32]=[CH:33][CH:34]=3)[C:20]2=[O:41])=[CH:11][C:12]2[O:17][CH2:16][CH2:15][O:14][C:13]=2[CH:18]=1)[C:2]1[CH:7]=[CH:6][CH:5]=[CH:4][CH:3]=1. Given the reactants [CH2:1]([O:8][C:9]1[C:10]([C:19]2(O)[C:27]3[C:22](=[CH:23][CH:24]=[CH:25][CH:26]=3)[N:21]([CH:28]([C:35]3[CH:40]=[CH:39][CH:38]=[CH:37][CH:36]=3)[C:29]3[CH:34]=[CH:33][CH:32]=[CH:31][CH:30]=3)[C:20]2=[O:41])=[CH:11][C:12]2[O:17][CH2:16][CH2:15][O:14][C:13]=2[CH:18]=1)[C:2]1[CH:7]=[CH:6][CH:5]=[CH:4][CH:3]=1.FC(F)(F)C(O)=O.C([SiH](CC)CC)C, predict the reaction product. (3) The product is: [NH2:4][CH:5]1[CH:6]2[CH2:7][CH:8]3[CH2:9][CH:10]([CH2:11][C:1]1([OH:2])[CH2:13]3)[CH2:12]2. Given the reactants [C:1]123[CH2:13][CH:8]4[CH2:9][CH:10]([CH2:12][CH:6]([CH2:7]4)[CH:5]1[NH:4]C(=O)[O:2]2)[CH2:11]3.[OH-].[K+], predict the reaction product. (4) Given the reactants Br[C:2]1[CH:7]=[CH:6][C:5]([C:8]([N:10]2[CH2:15][CH2:14][C:13]3([O:20][C:19]4[CH:21]=[C:22]([Cl:25])[CH:23]=[CH:24][C:18]=4[N:17]4[CH:26]=[CH:27][CH:28]=[C:16]34)[CH2:12][CH2:11]2)=[O:9])=[CH:4][C:3]=1[O:29][CH3:30].[CH:31]1(B(O)O)[CH2:33][CH2:32]1.C([O-])([O-])=O.[K+].[K+], predict the reaction product. The product is: [Cl:25][C:22]1[CH:23]=[CH:24][C:18]2[N:17]3[CH:26]=[CH:27][CH:28]=[C:16]3[C:13]3([CH2:14][CH2:15][N:10]([C:8]([C:5]4[CH:6]=[CH:7][C:2]([CH:31]5[CH2:33][CH2:32]5)=[C:3]([O:29][CH3:30])[CH:4]=4)=[O:9])[CH2:11][CH2:12]3)[O:20][C:19]=2[CH:21]=1. (5) Given the reactants [CH3:1][O:2][C:3]([CH:5]1[CH:10]([N:11]([S:13]([C:16]2[CH:21]=[CH:20][C:19]([O:22]CC3C=CC=CC=3)=[CH:18][CH:17]=2)(=[O:15])=[O:14])[CH3:12])[CH:9]2[CH2:30][CH:6]1[CH:7]=[CH:8]2)=[O:4], predict the reaction product. The product is: [CH3:1][O:2][C:3]([CH:5]1[CH:10]([N:11]([S:13]([C:16]2[CH:17]=[CH:18][C:19]([OH:22])=[CH:20][CH:21]=2)(=[O:15])=[O:14])[CH3:12])[CH:9]2[CH2:30][CH:6]1[CH2:7][CH2:8]2)=[O:4].